From a dataset of M1 muscarinic receptor antagonist screen with 61,756 compounds. Binary Classification. Given a drug SMILES string, predict its activity (active/inactive) in a high-throughput screening assay against a specified biological target. (1) The drug is OC1C(N(CC(O)C1O)CCCC)CO. The result is 0 (inactive). (2) The drug is O=C1C(N(C(N)=C1c1ncccc1)c1ccccc1)CC. The result is 0 (inactive). (3) The molecule is n1c2C(Cc3n[nH]c(c3c2nc2c1cccc2)C)(C)C. The result is 0 (inactive). (4) The drug is O=C1N(CC(C1)C(=O)NCCc1cc(OC)c(OC)cc1)c1ccc(OCC)cc1. The result is 0 (inactive). (5) The compound is O1C(=N/C(=C/N(C)C)C1=O)/C=C\c1ccc(OC)cc1. The result is 0 (inactive).